Dataset: Peptide-MHC class II binding affinity with 134,281 pairs from IEDB. Task: Regression. Given a peptide amino acid sequence and an MHC pseudo amino acid sequence, predict their binding affinity value. This is MHC class II binding data. (1) The peptide sequence is KFGVAKKANVYAVKV. The binding affinity (normalized) is 0.668. The MHC is DRB4_0101 with pseudo-sequence DRB4_0103. (2) The peptide sequence is PTVDIEEAPEMPALY. The MHC is HLA-DQA10501-DQB10302 with pseudo-sequence HLA-DQA10501-DQB10302. The binding affinity (normalized) is 0.224.